From a dataset of Reaction yield outcomes from USPTO patents with 853,638 reactions. Predict the reaction yield, written as a fraction of the theoretical maximum amount of product (1.0 means a 100% yield; for example, 0.34 means a 34% yield). The reactants are I[C:2]1[CH:3]=[C:4]([OH:8])[CH:5]=[CH:6][CH:7]=1.[Cl:9][C:10]1[S:14][C:13](B(O)O)=[CH:12][CH:11]=1.C([O-])([O-])=O.[Na+].[Na+]. The catalyst is COCCOC.O.C1C=CC([P]([Pd]([P](C2C=CC=CC=2)(C2C=CC=CC=2)C2C=CC=CC=2)([P](C2C=CC=CC=2)(C2C=CC=CC=2)C2C=CC=CC=2)[P](C2C=CC=CC=2)(C2C=CC=CC=2)C2C=CC=CC=2)(C2C=CC=CC=2)C2C=CC=CC=2)=CC=1. The product is [Cl:9][C:10]1[S:14][C:13]([C:2]2[CH:3]=[C:4]([OH:8])[CH:5]=[CH:6][CH:7]=2)=[CH:12][CH:11]=1. The yield is 0.919.